From a dataset of Full USPTO retrosynthesis dataset with 1.9M reactions from patents (1976-2016). Predict the reactants needed to synthesize the given product. The reactants are: [F:1][C:2]([F:20])([F:19])[C:3]1[CH:4]=[C:5]([C:9]2[S:13][C:12]3[CH2:14][CH2:15][CH2:16][C:17](=O)[C:11]=3[CH:10]=2)[CH:6]=[CH:7][CH:8]=1.C[Si]([N:25]=[C:26]=[N:27][Si](C)(C)C)(C)C. Given the product [F:1][C:2]([F:20])([F:19])[C:3]1[CH:4]=[C:5]([C:9]2[S:13][C:12]3[CH2:14][CH2:15][CH2:16]/[C:17](=[N:27]\[C:26]#[N:25])/[C:11]=3[CH:10]=2)[CH:6]=[CH:7][CH:8]=1, predict the reactants needed to synthesize it.